This data is from Forward reaction prediction with 1.9M reactions from USPTO patents (1976-2016). The task is: Predict the product of the given reaction. (1) Given the reactants [NH2:1][C:2]1[CH:3]=[C:4]([C@@H:9]([O:39][Si](CC)(CC)CC)[CH2:10][N:11](C(OC(C)(C)C)=O)[CH2:12][CH2:13][O:14][C:15]2[CH:23]=[C:22]3[C:18]([C:19]([CH3:31])=[N:20][N:21]3C(OC(C)(C)C)=O)=[CH:17][CH:16]=2)[CH:5]=[CH:6][C:7]=1[Cl:8].C(Cl)Cl.NC1C=C([C@@H](O[Si](CC)(CC)CC)CN(C(OC(C)(C)C)=O)CCOC2C=C3C(C(C)=NN3C(OC(C)(C)C)=O)=CC=2)C=CC=1Cl.[C:96]1([S:102](Cl)(=[O:104])=[O:103])[CH:101]=[CH:100][CH:99]=[CH:98][CH:97]=1.C(Cl)Cl.C(O)C(N)(CO)CO, predict the reaction product. The product is: [Cl:8][C:7]1[CH:6]=[CH:5][C:4]([C@@H:9]([OH:39])[CH2:10][NH:11][CH2:12][CH2:13][O:14][C:15]2[CH:23]=[C:22]3[C:18]([C:19]([CH3:31])=[N:20][NH:21]3)=[CH:17][CH:16]=2)=[CH:3][C:2]=1[NH:1][S:102]([C:96]1[CH:101]=[CH:100][CH:99]=[CH:98][CH:97]=1)(=[O:104])=[O:103].[ClH:8]. (2) Given the reactants [F:1][C:2]1[C:7]([NH2:8])=[CH:6][CH:5]=[C:4]([F:9])[C:3]=1[NH:10][C:11]1[C:16]([C:17]2[N:25]=[CH:24][N:23]=[C:22]3[C:18]=2[N:19]=[CH:20][N:21]3[CH:26]2[CH2:31][CH2:30][CH2:29][CH2:28][O:27]2)=[CH:15][CH:14]=[CH:13][N:12]=1.[O:32]1[C:41]2[C:36](=[CH:37][CH:38]=[CH:39][C:40]=2[S:42](Cl)(=[O:44])=[O:43])[CH2:35][CH2:34][CH2:33]1.N1C=CC=CC=1, predict the reaction product. The product is: [F:1][C:2]1[C:3]([NH:10][C:11]2[C:16]([C:17]3[N:25]=[CH:24][N:23]=[C:22]4[C:18]=3[N:19]=[CH:20][N:21]4[CH:26]3[CH2:31][CH2:30][CH2:29][CH2:28][O:27]3)=[CH:15][CH:14]=[CH:13][N:12]=2)=[C:4]([F:9])[CH:5]=[CH:6][C:7]=1[NH:8][S:42]([C:40]1[CH:39]=[CH:38][CH:37]=[C:36]2[C:41]=1[O:32][CH2:33][CH2:34][CH2:35]2)(=[O:43])=[O:44]. (3) Given the reactants C(OC([N:8]1[CH2:12][CH2:11][CH:10]([C:13]2[NH:17][C:16]3[CH:18]=[CH:19][C:20]([C:22]#[N:23])=[CH:21][C:15]=3[N:14]=2)[CH2:9]1)=O)(C)(C)C.Cl, predict the reaction product. The product is: [NH:8]1[CH2:12][CH2:11][CH:10]([C:13]2[NH:17][C:16]3[CH:18]=[CH:19][C:20]([C:22]#[N:23])=[CH:21][C:15]=3[N:14]=2)[CH2:9]1.